Dataset: Reaction yield outcomes from USPTO patents with 853,638 reactions. Task: Predict the reaction yield, written as a fraction of the theoretical maximum amount of product (1.0 means a 100% yield; for example, 0.34 means a 34% yield). (1) The reactants are [S:1]1[C:5]2[CH:6]=[CH:7][CH:8]=[CH:9][C:4]=2[N:3]=[C:2]1[C:10]1[CH:15]=[C:14](Br)[CH:13]=[CH:12][C:11]=1[OH:17].[Br:18][C:19]1[CH:24]=[CH:23][C:22](B(O)O)=[CH:21][CH:20]=1.CCO.C([O-])([O-])=O.[K+].[K+]. The catalyst is C1(C)C=CC=CC=1.Cl[Pd](Cl)([P](C1C=CC=CC=1)(C1C=CC=CC=1)C1C=CC=CC=1)[P](C1C=CC=CC=1)(C1C=CC=CC=1)C1C=CC=CC=1.O. The product is [S:1]1[C:5]2[CH:6]=[CH:7][CH:8]=[CH:9][C:4]=2[N:3]=[C:2]1[C:10]1[CH:15]=[C:14]([C:22]2[CH:23]=[CH:24][C:19]([Br:18])=[CH:20][CH:21]=2)[CH:13]=[CH:12][C:11]=1[OH:17]. The yield is 0.890. (2) The reactants are Br[C:2]1[CH:3]=[C:4]([C:8]2([C:20]3[CH:25]=[CH:24][N:23]=[CH:22][CH:21]=3)[C:12]3=[N:13][CH2:14][C:15]([F:18])([F:17])[CH2:16][N:11]3[C:10]([NH2:19])=[N:9]2)[CH:5]=[CH:6][CH:7]=1.C[O:27][C:28]1[CH:29]=C(B(O)O)C=NC=1.[N:37]1[CH:42]=[C:41](B(O)[OH:44])[CH:40]=[N:39][CH:38]=1. No catalyst specified. The product is [C:28]([OH:27])(=[O:44])[CH3:29].[F:17][C:15]1([F:18])[CH2:16][N:11]2[C:10]([NH2:19])=[N:9][C:8]([C:20]3[CH:25]=[CH:24][N:23]=[CH:22][CH:21]=3)([C:4]3[CH:5]=[CH:6][CH:7]=[C:2]([C:41]4[CH:42]=[N:37][CH:38]=[N:39][CH:40]=4)[CH:3]=3)[C:12]2=[N:13][CH2:14]1. The yield is 0.870. (3) The product is [N:35]1([C:32]2[CH:33]=[CH:34][C:29]([N:5]3[C:6]4[CH2:7][CH2:8][CH2:9][CH2:10][C:11]=4[C:3]([C:2]([F:1])([F:12])[F:13])=[N:4]3)=[CH:30][CH:31]=2)[CH:39]=[CH:38][N:37]=[CH:36]1. The yield is 0.180. The reactants are [F:1][C:2]([F:13])([F:12])[C:3]1[C:11]2[CH2:10][CH2:9][CH2:8][CH2:7][C:6]=2[NH:5][N:4]=1.C(=O)([O-])[O-].[K+].[K+].N[C@@H]1CCCC[C@H]1N.Br[C:29]1[CH:34]=[CH:33][C:32]([N:35]2[CH:39]=[CH:38][N:37]=[CH:36]2)=[CH:31][CH:30]=1. The catalyst is O1CCOCC1.[Cu]I. (4) The reactants are [OH:1][C:2]1[CH:12]=[CH:11][C:5]([CH:6]=[CH:7][C:8]([OH:10])=[O:9])=[CH:4][C:3]=1[O:13][CH3:14].C(O)(=O)/C=C/C1C=CC(O)=[C:20]([O:21]C)[CH:19]=1.C(OC(=O)C)(=O)C.Cl. The catalyst is N1C=CC=CC=1. The product is [C:20]([O:1][C:2]1[CH:12]=[CH:11][C:5]([CH:6]=[CH:7][C:8]([OH:10])=[O:9])=[CH:4][C:3]=1[O:13][CH3:14])(=[O:21])[CH3:19]. The yield is 0.800. (5) The reactants are [CH:1]1([C:7]2[CH:12]=[CH:11][CH:10]=[CH:9][C:8]=2[OH:13])[CH2:6][CH2:5][CH2:4][CH2:3][CH2:2]1.[BrH:14].CS(C)=O. The catalyst is C(O)(=O)C.O. The product is [Br:14][C:11]1[CH:10]=[CH:9][C:8]([OH:13])=[C:7]([CH:1]2[CH2:2][CH2:3][CH2:4][CH2:5][CH2:6]2)[CH:12]=1. The yield is 0.930. (6) The reactants are [C:1]([O:4][CH2:5][C:6]1[C:11]([N:12]2[CH2:23][CH2:22][N:21]3[C:14](=[CH:15][C:16]4[CH2:17][C:18]([CH3:25])([CH3:24])[CH2:19][C:20]=43)[C:13]2=[O:26])=[CH:10][C:9]([F:27])=[CH:8][C:7]=1Br)(=[O:3])[CH3:2].[CH3:29][C:30]1([CH3:46])[C:34]([CH3:36])([CH3:35])[O:33][B:32]([B:32]2[O:33][C:34]([CH3:36])([CH3:35])[C:30]([CH3:46])([CH3:29])[O:31]2)[O:31]1.C([O-])(=O)C.[K+].C(Cl)Cl. The catalyst is C1(P([C-]2C=CC=C2)C2C=CC=CC=2)C=CC=CC=1.[C-]1(P(C2C=CC=CC=2)C2C=CC=CC=2)C=CC=C1.[Fe+2].O1CCOCC1. The product is [C:1]([O:4][CH2:5][C:6]1[C:11]([N:12]2[CH2:23][CH2:22][N:21]3[C:14](=[CH:15][C:16]4[CH2:17][C:18]([CH3:25])([CH3:24])[CH2:19][C:20]=43)[C:13]2=[O:26])=[CH:10][C:9]([F:27])=[CH:8][C:7]=1[B:32]1[O:33][C:34]([CH3:36])([CH3:35])[C:30]([CH3:46])([CH3:29])[O:31]1)(=[O:3])[CH3:2]. The yield is 1.00. (7) The reactants are [H-].[Na+].[Cl:3][C:4]1[N:9]=[CH:8][C:7]([C:10]2[NH:14][C:13]([C@@H:15]3[CH2:19][CH2:18][CH2:17][N:16]3[C:20]([O:22][C:23]([CH3:26])([CH3:25])[CH3:24])=[O:21])=[N:12][CH:11]=2)=[CH:6][N:5]=1.[CH3:27][Si:28]([CH2:31][CH2:32][O:33][CH2:34]Cl)([CH3:30])[CH3:29]. The catalyst is CN(C=O)C. The product is [Cl:3][C:4]1[N:9]=[CH:8][C:7]([C:10]2[N:14]([CH2:34][O:33][CH2:32][CH2:31][Si:28]([CH3:30])([CH3:29])[CH3:27])[C:13]([C@@H:15]3[CH2:19][CH2:18][CH2:17][N:16]3[C:20]([O:22][C:23]([CH3:26])([CH3:25])[CH3:24])=[O:21])=[N:12][CH:11]=2)=[CH:6][N:5]=1. The yield is 0.850.